From a dataset of Peptide-MHC class I binding affinity with 185,985 pairs from IEDB/IMGT. Regression. Given a peptide amino acid sequence and an MHC pseudo amino acid sequence, predict their binding affinity value. This is MHC class I binding data. (1) The peptide sequence is LQIVRFTDY. The MHC is HLA-A02:06 with pseudo-sequence HLA-A02:06. The binding affinity (normalized) is 0.522. (2) The peptide sequence is ITASKDLCF. The MHC is HLA-B58:01 with pseudo-sequence HLA-B58:01. The binding affinity (normalized) is 0.439. (3) The peptide sequence is TLFIDRGSI. The MHC is HLA-A02:06 with pseudo-sequence HLA-A02:06. The binding affinity (normalized) is 0. (4) The peptide sequence is ISLICGHSY. The MHC is HLA-B58:01 with pseudo-sequence HLA-B58:01. The binding affinity (normalized) is 0.714. (5) The binding affinity (normalized) is 0.154. The peptide sequence is KSVAGRFAA. The MHC is H-2-Db with pseudo-sequence H-2-Db. (6) The peptide sequence is ASGFTFSSY. The MHC is HLA-A23:01 with pseudo-sequence HLA-A23:01. The binding affinity (normalized) is 0.162. (7) The peptide sequence is VYIEVLHLT. The MHC is HLA-A29:02 with pseudo-sequence HLA-A29:02. The binding affinity (normalized) is 0. (8) The peptide sequence is WFGHLASDW. The MHC is HLA-A02:03 with pseudo-sequence HLA-A02:03. The binding affinity (normalized) is 0.0847. (9) The peptide sequence is QTEENLLDF. The MHC is HLA-A03:01 with pseudo-sequence HLA-A03:01. The binding affinity (normalized) is 0.213.